Regression/Classification. Given a drug SMILES string, predict its absorption, distribution, metabolism, or excretion properties. Task type varies by dataset: regression for continuous measurements (e.g., permeability, clearance, half-life) or binary classification for categorical outcomes (e.g., BBB penetration, CYP inhibition). Dataset: rlm. From a dataset of Rat liver microsome stability data. (1) The compound is COC(=O)CNC(=O)c1nc(-c2ccc(S(C)(=O)=O)cc2)c2ccccn12. The result is 0 (unstable in rat liver microsomes). (2) The molecule is Fc1cc(F)cc(Nc2nc(-c3ccncc3)nc3ccccc23)c1. The result is 1 (stable in rat liver microsomes). (3) The drug is COC(=O)Nc1ccc2c(c1)NC(=O)[C@H](C)CCC[C@H](N1CCC(c3c(F)ccc(Cl)c3F)CC1=O)c1cc-2ccn1. The result is 1 (stable in rat liver microsomes).